Dataset: Forward reaction prediction with 1.9M reactions from USPTO patents (1976-2016). Task: Predict the product of the given reaction. (1) Given the reactants Cl.[CH2:2]1[C:11]2[C:6](=[CH:7][C:8]([C:12]([O:14][CH3:15])=[O:13])=[CH:9][CH:10]=2)[CH2:5][CH2:4][NH:3]1.[OH-].[Na+].[CH3:18][C:19]([O:22][C:23](O[C:23]([O:22][C:19]([CH3:21])([CH3:20])[CH3:18])=[O:24])=[O:24])([CH3:21])[CH3:20].O, predict the reaction product. The product is: [CH2:2]1[C:11]2[C:6](=[CH:7][C:8]([C:12]([O:14][CH3:15])=[O:13])=[CH:9][CH:10]=2)[CH2:5][CH2:4][N:3]1[C:23]([O:22][C:19]([CH3:21])([CH3:20])[CH3:18])=[O:24]. (2) The product is: [ClH:1].[NH2:30][CH:16]1[CH2:17][CH:18]([C:20]2[CH:25]=[CH:24][C:23]([C:26]([F:28])([F:29])[F:27])=[CH:22][CH:21]=2)[CH2:19][N:14]([C:12]([N:9]2[CH2:8][CH2:7][C:6]3([O:2][CH2:3][CH2:4][O:5]3)[CH2:11][CH2:10]2)=[O:13])[CH2:15]1. Given the reactants [ClH:1].[O:2]1[C:6]2([CH2:11][CH2:10][N:9]([C:12]([N:14]3[CH2:19][CH:18]([C:20]4[CH:25]=[CH:24][C:23]([C:26]([F:29])([F:28])[F:27])=[CH:22][CH:21]=4)[CH2:17][CH:16]([NH:30]C(=O)OC(C)(C)C)[CH2:15]3)=[O:13])[CH2:8][CH2:7]2)[O:5][CH2:4][CH2:3]1, predict the reaction product. (3) Given the reactants C(OC([N:8]1[CH2:13][CH2:12][CH:11]([C:14]([OH:16])=O)[CH2:10][CH2:9]1)=O)(C)(C)C.[CH2:17]([NH2:20])[C:18]#[CH:19], predict the reaction product. The product is: [CH3:19][C:18]1[O:16][C:14]([CH:11]2[CH2:10][CH2:9][NH:8][CH2:13][CH2:12]2)=[N:20][CH:17]=1.